From a dataset of Experimentally validated miRNA-target interactions with 360,000+ pairs, plus equal number of negative samples. Binary Classification. Given a miRNA mature sequence and a target amino acid sequence, predict their likelihood of interaction. (1) The miRNA is mmu-miR-7685-5p with sequence ACCUUCCGGUUUCUUCAAGUCUCC. Result: 0 (no interaction). The protein sequence of the target gene is MATPSAAFEALMNGVTSWDIPEDSVPCELLLIGEASFPIMVNDVGQVLVAASSYGRGRMVVASHEDFLLESQLFVFLVNAVGWLRSSPNSAIGVHSSLAPLVKILESCGIESKIEPEVNDSLGVYCIDAYNETMTDKLVQFVKRGGGLLIGGEAWDWDTQGDDDRVLFAFPGNLVTSVAGVYFTDNKADTSFFKVSKKMPKIPILVRCDDDLSDDRDELLRGIIDLDITNSDCFPSQLLVHGSLAFPLGLDTYHGCVIAAARYGRGRVVVTGHKVLFTVGKLGPFLLNAVRWLDGGRKGK.... (2) The miRNA is hsa-miR-548g-3p with sequence AAAACUGUAAUUACUUUUGUAC. The protein sequence of the target gene is MASAGSGMEEVRVSVLTPLKLVGLVCIFLALCLDLGAVLSPAWVTADHQYYLSLWESCRKPANLDIWHCESTLGSDWQIATLALLLGGAAIILIAFLVGLISICVGSRRRFYRPVAVMLFAAVVLQVCSLVLYPIKFIETVSLKIYHEFNWGYGLAWGATIFSFGGAILYCLNPKNYEDYY. Result: 0 (no interaction). (3) The miRNA is hsa-miR-526b-3p with sequence GAAAGUGCUUCCUUUUAGAGGC. The protein sequence of the target gene is MVINLCLPQFRPRIHCNKISADGYEVENLISEDLTKRSHGFRTEYFIKPPVYVTVSFPFNVEICRINIDLTAGGGQNVTGLEMYTSASSSRVSWNTPQCRTLGPAEPSVPDKEAFTLVGKVLLKNQSQVVFSHRGFKARPPFGAMEATLPSPAVVAQELWNKGALSLSHVAHLRICITHVTGGGIPCIKRLEVWGQPAKTCSQEVIDSILLVTSENLPQDVALQAPALPMESDCDPGDQPESQQAPSSLQKLAEIIQDVPEEFLDPITLEIMPCPMLLPSGKVIDQSTLEKCNRSEATWG.... Result: 1 (interaction). (4) The miRNA is mmu-miR-148a-3p with sequence UCAGUGCACUACAGAACUUUGU. The protein sequence of the target gene is MASVSTHGNQEKSPHLPPLSKQSLLFCPKSKLHIHRGEIAKIIRECQEESFWKRALPFSLISMLVTQGLVHQGYLAANPRFGSLPKVALAGLLGFGLGKASYIRVCQSKFHSFEDQLRGAGFGPEHNRHCLLTCEDCKTRRGLSEKAGSQPSAS. Result: 1 (interaction).